Dataset: Catalyst prediction with 721,799 reactions and 888 catalyst types from USPTO. Task: Predict which catalyst facilitates the given reaction. (1) The catalyst class is: 1. Product: [CH2:15]([NH:22][C@H:5]([C:6]1[CH:11]=[CH:10][CH:9]=[CH:8][CH:7]=1)[CH:4]=[CH2:3])[C:16]1[CH:21]=[CH:20][CH:19]=[CH:18][CH:17]=1. Reactant: C(=O)(OC)O[CH2:3]/[CH:4]=[CH:5]/[C:6]1[CH:11]=[CH:10][CH:9]=[CH:8][CH:7]=1.[CH2:15]([NH2:22])[C:16]1[CH:21]=[CH:20][CH:19]=[CH:18][CH:17]=1.CC1C=CC(S(O)(=O)=O)=CC=1. (2) Reactant: [CH2:1]=[O:2].[C:3](=[O:6])([O-])[O-].[K+].[K+].C[O:10][C:11]([C:13]1([CH2:20][C:21]2[CH:26]=[CH:25][C:24]([Cl:27])=[CH:23][CH:22]=2)[CH2:17][CH2:16][CH:15]([CH3:18])[C:14]1=[O:19])=O. Product: [CH3:1][O:2][C:11]([C:13]1([CH2:20][C:21]2[CH:26]=[CH:25][C:24]([Cl:27])=[CH:23][CH:22]=2)[CH2:17][CH2:16][C:15]([CH3:18])([CH2:14][OH:19])[C:3]1=[O:6])=[O:10]. The catalyst class is: 6. (3) Reactant: [C:1]1([CH2:7][O:8][C:9]([NH:11][C@H:12]([C:17]([NH:19][CH:20]2[CH2:26][CH2:25][CH2:24][N:23](C(OC(C)(C)C)=O)[CH2:22][CH2:21]2)=[O:18])[CH2:13][CH:14]([CH3:16])[CH3:15])=[O:10])[CH:6]=[CH:5][CH:4]=[CH:3][CH:2]=1.Cl. Product: [NH:23]1[CH2:24][CH2:25][CH2:26][CH:20]([NH:19][C:17]([C@@H:12]([NH:11][C:9](=[O:10])[O:8][CH2:7][C:1]2[CH:2]=[CH:3][CH:4]=[CH:5][CH:6]=2)[CH2:13][CH:14]([CH3:16])[CH3:15])=[O:18])[CH2:21][CH2:22]1. The catalyst class is: 71.